Dataset: Full USPTO retrosynthesis dataset with 1.9M reactions from patents (1976-2016). Task: Predict the reactants needed to synthesize the given product. Given the product [CH:26]1([CH2:25][C@H:12]([N:6]2[CH2:5][C:4]3[C:8](=[CH:9][CH:10]=[C:2]([C:37]4[N:33]([CH3:32])[N:34]=[CH:35][CH:36]=4)[CH:3]=3)[C:7]2=[O:11])[CH2:13][N:14]2[C:15](=[O:24])[C:16]3[C:21](=[CH:20][CH:19]=[CH:18][CH:17]=3)[C:22]2=[O:23])[CH2:31][CH2:30][CH2:29][CH2:28][CH2:27]1, predict the reactants needed to synthesize it. The reactants are: Br[C:2]1[CH:3]=[C:4]2[C:8](=[CH:9][CH:10]=1)[C:7](=[O:11])[N:6]([C@@H:12]([CH2:25][CH:26]1[CH2:31][CH2:30][CH2:29][CH2:28][CH2:27]1)[CH2:13][N:14]1[C:22](=[O:23])[C:21]3[C:16](=[CH:17][CH:18]=[CH:19][CH:20]=3)[C:15]1=[O:24])[CH2:5]2.[CH3:32][N:33]1[C:37](B2OC(C)(C)C(C)(C)O2)=[CH:36][CH:35]=[N:34]1.C(N(CC)C(C)C)(C)C.O1CCOCC1.O.